This data is from Forward reaction prediction with 1.9M reactions from USPTO patents (1976-2016). The task is: Predict the product of the given reaction. Given the reactants [CH:1]([C:3]1[CH:11]=[CH:10][CH:9]=[CH:8][C:4]=1[C:5]([OH:7])=[O:6])=O.[NH2:12][C@H:13]([C:19]([OH:21])=[O:20])[CH2:14][CH2:15][C:16](=[O:18])[NH2:17].[BH4-].[Na+].Cl, predict the reaction product. The product is: [C:16]([CH2:15][CH2:14][C@H:13]([NH:12][CH2:1][C:3]1[CH:11]=[CH:10][CH:9]=[CH:8][C:4]=1[C:5]([OH:7])=[O:6])[C:19]([OH:21])=[O:20])(=[O:18])[NH2:17].